From a dataset of Catalyst prediction with 721,799 reactions and 888 catalyst types from USPTO. Predict which catalyst facilitates the given reaction. (1) Reactant: [CH2:1]([O:8][C:9]1[CH:10]=[C:11]2[C:15](=[CH:16][C:17]=1[C:18]1[CH:19]=[CH:20][C:21]([NH2:24])=[N:22][CH:23]=1)[N:14]([CH:25]1[CH2:30][CH2:29][CH2:28][CH2:27][O:26]1)[N:13]=[CH:12]2)[C:2]1[CH:7]=[CH:6][CH:5]=[CH:4][CH:3]=1.[C:31]([O:35][C:36](O[C:36]([O:35][C:31]([CH3:34])([CH3:33])[CH3:32])=[O:37])=[O:37])([CH3:34])([CH3:33])[CH3:32].CCOC(C)=O. Product: [CH2:1]([O:8][C:9]1[CH:10]=[C:11]2[C:15](=[CH:16][C:17]=1[C:18]1[CH:19]=[CH:20][C:21]([NH:24][C:36](=[O:37])[O:35][C:31]([CH3:34])([CH3:33])[CH3:32])=[N:22][CH:23]=1)[N:14]([CH:25]1[CH2:30][CH2:29][CH2:28][CH2:27][O:26]1)[N:13]=[CH:12]2)[C:2]1[CH:3]=[CH:4][CH:5]=[CH:6][CH:7]=1. The catalyst class is: 1. (2) Product: [NH2:7][CH2:6][C:5]([CH2:14][CH2:15][CH2:16][CH3:17])([CH2:1][CH2:2][CH2:3][CH3:4])[C:8]1[CH:13]=[CH:12][CH:11]=[CH:10][CH:9]=1. Reactant: [CH2:1]([C:5]([CH2:14][CH2:15][CH2:16][CH3:17])([C:8]1[CH:13]=[CH:12][CH:11]=[CH:10][CH:9]=1)[C:6]#[N:7])[CH2:2][CH2:3][CH3:4]. The catalyst class is: 8.